From a dataset of Catalyst prediction with 721,799 reactions and 888 catalyst types from USPTO. Predict which catalyst facilitates the given reaction. (1) Reactant: [NH2:1][C:2]1[N:7]=[C:6]([C:8]2[CH:13]=[CH:12][CH:11]=[CH:10][CH:9]=2)[C:5]([C:14]2[CH:15]=[CH:16][C:17](=[O:20])[NH:18][N:19]=2)=[CH:4][C:3]=1[Cl:21].[H-].[Na+].CS(O[CH:29]([CH3:33])[CH2:30][O:31][CH3:32])(=O)=O.O. Product: [NH2:1][C:2]1[N:7]=[C:6]([C:8]2[CH:9]=[CH:10][CH:11]=[CH:12][CH:13]=2)[C:5]([C:14]2[CH:15]=[CH:16][C:17](=[O:20])[N:18]([CH:29]([CH3:33])[CH2:30][O:31][CH3:32])[N:19]=2)=[CH:4][C:3]=1[Cl:21]. The catalyst class is: 3. (2) Reactant: [O:1]=[C:2]1[C:11]2[C:6](=[CH:7][CH:8]=[CH:9][CH:10]=2)[S:5][CH:4]([C:12]([OH:14])=O)[CH2:3]1.C(Cl)(=O)C(Cl)=O.[CH2:21]([NH:23][CH2:24][CH3:25])[CH3:22].C(=O)([O-])[O-].[K+].[K+]. Product: [CH2:21]([N:23]([CH2:24][CH3:25])[C:12]([CH:4]1[CH2:3][C:2](=[O:1])[C:11]2[C:6](=[CH:7][CH:8]=[CH:9][CH:10]=2)[S:5]1)=[O:14])[CH3:22]. The catalyst class is: 59.